This data is from Catalyst prediction with 721,799 reactions and 888 catalyst types from USPTO. The task is: Predict which catalyst facilitates the given reaction. (1) Reactant: Cl.[Cl:2][C:3]1[CH:4]=[C:5]([C:15]([OH:17])=O)[C:6]([C:9]2[CH:10]=[N:11][CH:12]=[CH:13][CH:14]=2)=[N:7][CH:8]=1.[CH3:18][O:19][C:20]1[CH:21]=[C:22]([CH:25]=[CH:26][C:27]=1[O:28][CH3:29])[CH2:23][NH2:24].C(Cl)CCl.C1C=CC2N(O)N=NC=2C=1.C(N(CC)CC)C. Product: [Cl:2][C:3]1[CH:4]=[C:5]([C:15]([NH:24][CH2:23][C:22]2[CH:25]=[CH:26][C:27]([O:28][CH3:29])=[C:20]([O:19][CH3:18])[CH:21]=2)=[O:17])[C:6]([C:9]2[CH:10]=[N:11][CH:12]=[CH:13][CH:14]=2)=[N:7][CH:8]=1. The catalyst class is: 869. (2) The catalyst class is: 4. Product: [OH:5][CH2:4][C@H:3]([NH:2][C:34]([C@H:32]1[CH2:33][C@@H:31]1[C:27]1[S:26][CH:30]=[CH:29][CH:28]=1)=[O:35])[C:6]1[CH:11]=[CH:10][C:9]([O:12][CH2:13][CH:14]([CH3:18])[CH2:15][CH2:16][CH3:17])=[CH:8][CH:7]=1. Reactant: Cl.[NH2:2][C@H:3]([C:6]1[CH:11]=[CH:10][C:9]([O:12][CH2:13][CH:14]([CH3:18])[CH2:15][CH2:16][CH3:17])=[CH:8][CH:7]=1)[CH2:4][OH:5].C(N(CC)CC)C.[S:26]1[CH:30]=[CH:29][CH:28]=[C:27]1[C@H:31]1[CH2:33][C@@H:32]1[C:34](Cl)=[O:35]. (3) Product: [OH:7][CH2:8][C:9]1[N:10]=[C:11]([C:14]2[N:19]=[C:18]([C:20]([OH:23])([CH3:21])[CH3:22])[CH:17]=[CH:16][CH:15]=2)[S:12][CH:13]=1. The catalyst class is: 12. Reactant: C[Si](C)(C)CCOC[O:7][CH2:8][C:9]1[N:10]=[C:11]([C:14]2[N:19]=[C:18]([C:20]([OH:23])([CH3:22])[CH3:21])[CH:17]=[CH:16][CH:15]=2)[S:12][CH:13]=1.Cl. (4) Reactant: [C:1]([C:3]1[CH:31]=[CH:30][C:6]([CH2:7][N:8]([CH2:18][C@@H:19]([OH:29])[C@@H:20]([NH2:28])[CH2:21][CH:22]2[CH2:27][CH2:26][CH2:25][CH2:24][CH2:23]2)[C:9]([O:11][CH2:12][CH2:13][Si:14]([CH3:17])([CH3:16])[CH3:15])=[O:10])=[CH:5][CH:4]=1)#[N:2].[CH3:32][O:33][C:34]1[C:35](=O)[C:36](=[O:40])[C:37]=1[O:38]C.CCN(CC)CC. Product: [C:1]([C:3]1[CH:4]=[CH:5][C:6]([CH2:7][N:8]([CH2:18][C@@H:19]([OH:29])[C@@H:20]([NH:28][C:35]2[C:36](=[O:40])[C:37](=[O:38])[C:34]=2[O:33][CH3:32])[CH2:21][CH:22]2[CH2:23][CH2:24][CH2:25][CH2:26][CH2:27]2)[C:9]([O:11][CH2:12][CH2:13][Si:14]([CH3:17])([CH3:16])[CH3:15])=[O:10])=[CH:30][CH:31]=1)#[N:2]. The catalyst class is: 14. (5) Reactant: [CH3:1][C:2]1[S:6][C:5](/[CH:7]=[CH:8]/[C:9]([O:11][CH2:12][CH3:13])=[O:10])=[N:4][CH:3]=1. Product: [CH3:1][C:2]1[S:6][C:5]([CH2:7][CH2:8][C:9]([O:11][CH2:12][CH3:13])=[O:10])=[N:4][CH:3]=1. The catalyst class is: 19. (6) Reactant: Cl.[CH2:2]([C:7]1[S:8][C:9]2[CH:15]=[CH:14][CH:13]=[CH:12][C:10]=2[N:11]=1)[CH2:3][CH2:4][CH2:5][CH3:6].FC(F)(F)S(O)(=O)=O.[N+:24]([O-])([OH:26])=[O:25].O. The catalyst class is: 2. Product: [CH2:2]([C:7]1[S:8][C:9]2[CH:15]=[C:14]([N+:24]([O-:26])=[O:25])[CH:13]=[CH:12][C:10]=2[N:11]=1)[CH2:3][CH2:4][CH2:5][CH3:6].